From a dataset of Forward reaction prediction with 1.9M reactions from USPTO patents (1976-2016). Predict the product of the given reaction. (1) Given the reactants [CH3:1][C:2]1[N:3]([C:8]2[N:13]=[CH:12][C:11]([CH:14]([OH:21])[CH2:15][NH:16][C@@H:17]([CH3:20])[CH2:18][OH:19])=[CH:10][CH:9]=2)[C:4]([CH3:7])=[CH:5][CH:6]=1.C(O[BH-](O[C:32](=O)[CH3:33])OC(=O)C)(=O)C.[Na+].[CH2:36](Cl)Cl, predict the reaction product. The product is: [CH3:7][C:4]1[N:3]([C:8]2[N:13]=[CH:12][C:11]([CH:14]([OH:21])[CH2:15][N:16]([CH2:36][CH2:32][CH3:33])[C@@H:17]([CH3:20])[CH2:18][OH:19])=[CH:10][CH:9]=2)[C:2]([CH3:1])=[CH:6][CH:5]=1. (2) Given the reactants BrC1CCOCC1.[OH-].[Na+].[CH:10]1[CH:15]=[C:14]([Cl:16])[CH:13]=[C:12]([C:17]([O:19]O)=[O:18])[CH:11]=1, predict the reaction product. The product is: [Cl:16][C:14]1[CH:13]=[C:12]([CH:11]=[CH:10][CH:15]=1)[C:17]([OH:19])=[O:18]. (3) Given the reactants ClC1C=CC2N3C=CC=C3[C@@H](CCN3C(CO)=CN=N3)O[C@H](C3C=CC=C(OC)C=3OC)C=2C=1.[Cl:35][C:36]1[CH:37]=[CH:38][C:39]2[N:45]3[CH:46]=[CH:47][CH:48]=[C:44]3[C@@H:43]([CH2:49][CH2:50][N:51]3[C:55]([C:56](OCC)=[O:57])=[CH:54][CH:53]=[N:52]3)[O:42][C@H:41]([C:61]3[CH:66]=[CH:65][CH:64]=[C:63]([O:67][CH3:68])[C:62]=3[O:69][CH3:70])[C:40]=2[CH:71]=1.[H-].[Al+3].[Li+].[H-].[H-].[H-], predict the reaction product. The product is: [Cl:35][C:36]1[CH:37]=[CH:38][C:39]2[N:45]3[CH:46]=[CH:47][CH:48]=[C:44]3[C@@H:43]([CH2:49][CH2:50][N:51]3[C:55]([CH2:56][OH:57])=[CH:54][CH:53]=[N:52]3)[O:42][C@H:41]([C:61]3[CH:66]=[CH:65][CH:64]=[C:63]([O:67][CH3:68])[C:62]=3[O:69][CH3:70])[C:40]=2[CH:71]=1. (4) Given the reactants [CH2:1]([C:3]1[C:8]([O:9]COC)=[CH:7][C:6]([O:13]COC)=[C:5]([C:17]2[CH:22]=[CH:21][CH:20]=[CH:19][CH:18]=2)[C:4]=1[CH2:23][CH2:24][C:25]1[O:29][CH:28]=[N:27][C:26]=1[CH2:30][OH:31])[CH3:2].O1CCOCC1.Cl.[OH-].[Na+], predict the reaction product. The product is: [CH2:1]([C:3]1[C:8]([OH:9])=[CH:7][C:6]([OH:13])=[C:5]([C:17]2[CH:18]=[CH:19][CH:20]=[CH:21][CH:22]=2)[C:4]=1[CH2:23][CH2:24][C:25]1[O:29][CH:28]=[N:27][C:26]=1[CH2:30][OH:31])[CH3:2]. (5) Given the reactants [F:1][C:2]1[CH:7]=[CH:6][N:5]=[C:4]2[NH:8][CH:9]=[CH:10][C:3]=12.[Cl-].[Al+3].[Cl-].[Cl-].[Br:15][CH2:16][C:17](Br)=[O:18].O, predict the reaction product. The product is: [Br:15][CH2:16][C:17]([C:10]1[C:3]2[C:4](=[N:5][CH:6]=[CH:7][C:2]=2[F:1])[NH:8][CH:9]=1)=[O:18].